Dataset: Forward reaction prediction with 1.9M reactions from USPTO patents (1976-2016). Task: Predict the product of the given reaction. (1) Given the reactants C[O:2][C:3](=[O:24])[CH:4]([N:11]1[C:19]2[C:14](=[CH:15][CH:16]=[C:17]([S:20][CH3:21])[CH:18]=2)[C:13](=[O:22])[C:12]1=[O:23])[CH2:5][CH:6]1[CH2:10][CH2:9][CH2:8][CH2:7]1.O.[OH-].[Li+], predict the reaction product. The product is: [CH:6]1([CH2:5][CH:4]([N:11]2[C:19]3[C:14](=[CH:15][CH:16]=[C:17]([S:20][CH3:21])[CH:18]=3)[C:13](=[O:22])[C:12]2=[O:23])[C:3]([OH:24])=[O:2])[CH2:10][CH2:9][CH2:8][CH2:7]1. (2) Given the reactants [NH2:1][C:2]1[CH:3]=[CH:4][C:5]([F:17])=[C:6]([C@:8]2([CH3:16])[C@@H:13]([F:14])[CH2:12][O:11][C:10]([NH2:15])=[N:9]2)[CH:7]=1.[F:18][C:19]1[C:20]([C:26](O)=[O:27])=[N:21][CH:22]=[C:23]([F:25])[CH:24]=1, predict the reaction product. The product is: [NH2:15][C:10]1[O:11][CH2:12][C@H:13]([F:14])[C@:8]([C:6]2[CH:7]=[C:2]([NH:1][C:26]([C:20]3[C:19]([F:18])=[CH:24][C:23]([F:25])=[CH:22][N:21]=3)=[O:27])[CH:3]=[CH:4][C:5]=2[F:17])([CH3:16])[N:9]=1. (3) Given the reactants Cl.[CH3:2][N:3]([CH2:9][CH2:10][C:11]([OH:13])=O)[CH2:4][CH2:5][CH2:6][CH2:7][CH3:8].[P:14]([OH:17])([OH:16])[OH:15].P(Cl)(Cl)Cl, predict the reaction product. The product is: [CH3:8][CH2:7][CH2:6][CH2:5][CH2:4][N:3]([CH2:9][CH2:10][C:11]([P:14]([OH:17])([OH:16])=[O:15])([P:14]([OH:17])([OH:16])=[O:15])[OH:13])[CH3:2]. (4) Given the reactants [F:1][CH:2]([F:26])[C:3]1[N:8]2[N:9]=[CH:10][C:11]([C:12]([OH:14])=O)=[C:7]2[N:6]=[C:5]([C:15]2[CH:20]=[CH:19][C:18]([C:21]([F:24])([F:23])[F:22])=[C:17]([F:25])[CH:16]=2)[CH:4]=1.[S:27]([C:31]1[CH:32]=[C:33]([NH2:37])[CH:34]=[CH:35][CH:36]=1)(=[O:30])(=[O:29])[NH2:28], predict the reaction product. The product is: [S:27]([C:31]1[CH:32]=[C:33]([NH:37][C:12]([C:11]2[CH:10]=[N:9][N:8]3[C:3]([CH:2]([F:26])[F:1])=[CH:4][C:5]([C:15]4[CH:20]=[CH:19][C:18]([C:21]([F:24])([F:23])[F:22])=[C:17]([F:25])[CH:16]=4)=[N:6][C:7]=23)=[O:14])[CH:34]=[CH:35][CH:36]=1)(=[O:29])(=[O:30])[NH2:28]. (5) Given the reactants [NH2:1][CH2:2][C@@H:3]([NH:11][C:12](=[O:18])[O:13][C:14]([CH3:17])([CH3:16])[CH3:15])[CH2:4][CH:5]1[CH2:10][CH2:9][CH2:8][CH2:7][CH2:6]1.C([O-])(O)=O.[Na+].Cl[C:25]([O:27][C:28]1[CH:33]=[CH:32][C:31]([N+:34]([O-:36])=[O:35])=[CH:30][CH:29]=1)=[O:26], predict the reaction product. The product is: [N+:34]([C:31]1[CH:32]=[CH:33][C:28]([O:27][C:25]([NH:1][CH2:2][C@@H:3]([NH:11][C:12](=[O:18])[O:13][C:14]([CH3:15])([CH3:17])[CH3:16])[CH2:4][CH:5]2[CH2:10][CH2:9][CH2:8][CH2:7][CH2:6]2)=[O:26])=[CH:29][CH:30]=1)([O-:36])=[O:35]. (6) Given the reactants [Sn](Cl)(Cl)(Cl)Cl.[N+:6]([C:9]1[C:10]2[C:15]([CH:16]=[C:17]3[C:22]=1[CH:21]=[CH:20][CH:19]=[CH:18]3)=[CH:14][CH:13]=[CH:12][CH:11]=2)([O-])=O, predict the reaction product. The product is: [CH:21]1[C:22]2[C:17](=[CH:16][C:15]3[C:10]([C:9]=2[NH2:6])=[CH:11][CH:12]=[CH:13][CH:14]=3)[CH:18]=[CH:19][CH:20]=1. (7) Given the reactants [OH-].[K+].[Br:3][C:4]1[CH:5]=[N:6][CH:7]=[C:8]([C:10]#[C:11][Si](C)(C)C)[CH:9]=1, predict the reaction product. The product is: [Br:3][C:4]1[CH:5]=[N:6][CH:7]=[C:8]([C:10]#[CH:11])[CH:9]=1.